From a dataset of Full USPTO retrosynthesis dataset with 1.9M reactions from patents (1976-2016). Predict the reactants needed to synthesize the given product. The reactants are: [Br:1][C:2]1[CH:3]=[CH:4][C:5]([Cl:14])=[C:6]([CH:13]=1)[C:7]([NH:9][CH2:10][CH:11]=O)=[O:8].Cl.[NH2:16][OH:17].[C:18]([O-:21])(=O)C.[Na+]. Given the product [Br:1][C:2]1[CH:3]=[CH:4][C:5]([Cl:14])=[C:6]([CH:13]=1)[C:7]([NH:9][CH2:10][CH2:11][N:16]([CH:18]=[O:21])[OH:17])=[O:8], predict the reactants needed to synthesize it.